This data is from Catalyst prediction with 721,799 reactions and 888 catalyst types from USPTO. The task is: Predict which catalyst facilitates the given reaction. (1) Reactant: [OH:1][C:2]1[C:14]2[C:13]3[C:8](=[CH:9][CH:10]=[CH:11][CH:12]=3)[C:7](=O)[C:6]=2[CH:5]=[CH:4][CH:3]=1.[H][H]. Product: [OH:1][C:2]1[C:14]2[C:13]3[C:8](=[CH:9][CH:10]=[CH:11][CH:12]=3)[CH2:7][C:6]=2[CH:5]=[CH:4][CH:3]=1. The catalyst class is: 591. (2) Reactant: FC1C(B(O)O)=CC=C[N:3]=1.FC(F)(F)S(O[C:17]1[CH:30]=[C:29]2[C:20]([O:21][C:22]3[CH:23]=[CH:24][CH:25]=[CH:26][C:27]=3[C:28]32[N:35]=[CH:34][CH2:33][O:32][CH2:31]3)=[CH:19][CH:18]=1)(=O)=O.C(=O)([O-])[O-].[Na+].[Na+].C(O)(C(F)(F)F)=O. Product: [CH:30]1[C:29]2[C:28]3([N:35]=[C:34]([NH2:3])[CH2:33][O:32][CH2:31]3)[C:27]3[C:22](=[CH:23][CH:24]=[CH:25][CH:26]=3)[O:21][C:20]=2[CH:19]=[CH:18][CH:17]=1. The catalyst class is: 128. (3) Reactant: [N+:1]([C:4]1[CH:9]=[CH:8][C:7]([C:10]([N:12]2[CH2:15][CH2:14][CH2:13]2)=[O:11])=[CH:6][CH:5]=1)([O-])=O. Product: [N:12]1([C:10]([C:7]2[CH:8]=[CH:9][C:4]([NH2:1])=[CH:5][CH:6]=2)=[O:11])[CH2:15][CH2:14][CH2:13]1. The catalyst class is: 29.